From a dataset of Reaction yield outcomes from USPTO patents with 853,638 reactions. Predict the reaction yield, written as a fraction of the theoretical maximum amount of product (1.0 means a 100% yield; for example, 0.34 means a 34% yield). (1) The reactants are Br[C:2]1[CH:7]=[CH:6][C:5]([NH:8][C:9]#[N:10])=[C:4]([CH3:11])[CH:3]=1.[CH3:12][N:13]1[C:17]([C:18]#[N:19])=[CH:16][CH:15]=[C:14]1B(O)O.[F-].[K+].C(P(C(C)(C)C)C(C)(C)C)(C)(C)C. The catalyst is CCCCCC.C(OC(=O)C)C.C1C=CC(/C=C/C(/C=C/C2C=CC=CC=2)=O)=CC=1.C1C=CC(/C=C/C(/C=C/C2C=CC=CC=2)=O)=CC=1.C1C=CC(/C=C/C(/C=C/C2C=CC=CC=2)=O)=CC=1.[Pd].[Pd].C1COCC1. The product is [C:18]([C:17]1[N:13]([CH3:12])[C:14]([C:2]2[CH:7]=[CH:6][C:5]([NH:8][C:9]#[N:10])=[C:4]([CH3:11])[CH:3]=2)=[CH:15][CH:16]=1)#[N:19]. The yield is 0.0700. (2) The reactants are [O:1]1[CH2:5][CH2:4][CH2:3][CH:2]1[CH:6]=[CH:7][C:8]#[N:9]. The catalyst is C1COCC1.[Ni]. The product is [O:1]1[CH2:5][CH2:4][CH2:3][CH:2]1[CH2:6][CH2:7][CH2:8][NH2:9]. The yield is 0.510. (3) The reactants are [Br:1][C:2]1[C:3](F)=[C:4]2[C:10]([NH:11][C:12](=[O:16])[CH:13]([CH3:15])[CH3:14])=[CH:9][NH:8][C:5]2=[N:6][CH:7]=1.C(OC(=O)[NH:27][C@H:28]1[C@@H:33]([F:34])[CH2:32][CH2:31][NH:30][CH2:29]1)C1C=CC=CC=1.CCN(C(C)C)C(C)C.[Si](I)(C)(C)C.C(Cl)[Cl:51]. The catalyst is CCCCO. The product is [ClH:51].[NH2:27][C@H:28]1[C@@H:33]([F:34])[CH2:32][CH2:31][N:30]([C:3]2[C:2]([Br:1])=[CH:7][N:6]=[C:5]3[NH:8][CH:9]=[C:10]([NH:11][C:12](=[O:16])[CH:13]([CH3:15])[CH3:14])[C:4]=23)[CH2:29]1. The yield is 0.210. (4) The reactants are BrC[CH2:3][CH2:4][CH2:5][O:6][C:7]1[C:12]([Cl:13])=[CH:11][C:10]([N:14]2[CH2:19][CH2:18][N:17]([C:20]([C:22]3[CH:27]=[C:26]([S:28]([CH3:31])(=[O:30])=[O:29])[CH:25]=[CH:24][C:23]=3[C:32]3[CH:37]=[CH:36][CH:35]=[CH:34][CH:33]=3)=[O:21])[CH2:16][CH2:15]2)=[CH:9][C:8]=1[Cl:38].[CH2:39]([N:41]([CH2:44]C)[CH2:42]C)C.Cl.CNC. The catalyst is CN(C)C=O.C(OCC)C. The product is [Cl:13][C:12]1[CH:11]=[C:10]([N:14]2[CH2:15][CH2:16][N:17]([C:20]([C:22]3[CH:27]=[C:26]([S:28]([CH3:31])(=[O:29])=[O:30])[CH:25]=[CH:24][C:23]=3[C:32]3[CH:37]=[CH:36][CH:35]=[CH:34][CH:33]=3)=[O:21])[CH2:18][CH2:19]2)[CH:9]=[C:8]([Cl:38])[C:7]=1[O:6][CH:5]([CH2:4][CH3:3])[CH2:39][N:41]([CH3:44])[CH3:42]. The yield is 0.900. (5) The reactants are [Br:1]N1C(=O)CCC1=O.[CH:9]([C:12]1[CH:17]=[CH:16][N:15]=[C:14]([NH2:18])[N:13]=1)([CH3:11])[CH3:10]. The catalyst is C(Cl)(Cl)Cl. The product is [Br:1][C:17]1[C:12]([CH:9]([CH3:11])[CH3:10])=[N:13][C:14]([NH2:18])=[N:15][CH:16]=1. The yield is 1.13. (6) The reactants are C1(P(C2C=CC=CC=2)C2C=CC=CC=2)C=CC=CC=1.[C:20]([Br:24])(Br)(Br)Br.[Br:25][C:26]1[CH:31]=[CH:30][C:29](CO)=[C:28]([CH3:34])[CH:27]=1. The catalyst is C(Cl)Cl. The product is [Br:25][C:26]1[CH:31]=[CH:30][C:29]([CH2:20][Br:24])=[C:28]([CH3:34])[CH:27]=1. The yield is 0.810. (7) The reactants are C(OC([NH:8][CH2:9][C:10]1([C:18]([OH:20])=[O:19])[C:12]2([CH2:17][CH2:16][CH2:15][CH2:14][CH2:13]2)[CH2:11]1)=O)(C)(C)C.[ClH:21].CCOCC. The catalyst is O1CCOCC1. The product is [ClH:21].[NH2:8][CH2:9][C:10]1([C:18]([OH:20])=[O:19])[C:12]2([CH2:17][CH2:16][CH2:15][CH2:14][CH2:13]2)[CH2:11]1. The yield is 0.860. (8) The reactants are B(O)(O)[C@H]1N(C([C@@H](N)C(C)C)=O)CCC1.CS(O)(=O)=O.[CH3:21][N:22]([CH3:38])[CH2:23][C@H:24]([CH3:37])[C@@:25]([C:29]1[CH:34]=[CH:33][CH:32]=[C:31]([O:35][CH3:36])[CH:30]=1)([OH:28])[CH2:26][CH3:27].CN(C)C[C@@H](C)[C@](C1C=CC=C(OC)C=1)(O)CC.[ClH:57]. The catalyst is CC(C)=O.O. The product is [ClH:57].[CH3:38][N:22]([CH3:21])[CH2:23][C@H:24]([CH3:37])[C@@:25]([C:29]1[CH:34]=[CH:33][CH:32]=[C:31]([O:35][CH3:36])[CH:30]=1)([OH:28])[CH2:26][CH3:27]. The yield is 0.800.